This data is from Forward reaction prediction with 1.9M reactions from USPTO patents (1976-2016). The task is: Predict the product of the given reaction. (1) Given the reactants COS([O:6][CH3:7])(=O)=O.[Br:8][C:9]1[CH:14]=[CH:13][C:12](O)=[C:11]([Cl:16])[CH:10]=1.C([O-])([O-])=O.[K+].[K+], predict the reaction product. The product is: [Br:8][C:9]1[CH:14]=[CH:13][C:12]([O:6][CH3:7])=[C:11]([Cl:16])[CH:10]=1. (2) Given the reactants [CH:1]([O:4][C@H:5]1[CH2:9][CH2:8][N:7](C(OC(C)(C)C)=O)[CH2:6]1)([CH3:3])[CH3:2].[ClH:17].C(OCC)(=O)C, predict the reaction product. The product is: [ClH:17].[CH:1]([O:4][C@H:5]1[CH2:9][CH2:8][NH:7][CH2:6]1)([CH3:3])[CH3:2].